Dataset: Full USPTO retrosynthesis dataset with 1.9M reactions from patents (1976-2016). Task: Predict the reactants needed to synthesize the given product. (1) Given the product [CH2:32]([N:15]1[CH2:16][CH2:17][CH:12]([NH:11][C:10]2[CH:9]=[CH:8][C:7]([S:18]([NH2:21])(=[O:19])=[O:20])=[CH:6][C:5]=2[N+:2]([O-:4])=[O:3])[CH2:13][CH2:14]1)[CH:31]=[CH2:30], predict the reactants needed to synthesize it. The reactants are: Cl.[N+:2]([C:5]1[CH:6]=[C:7]([S:18]([NH2:21])(=[O:20])=[O:19])[CH:8]=[CH:9][C:10]=1[NH:11][CH:12]1[CH2:17][CH2:16][NH:15][CH2:14][CH2:13]1)([O-:4])=[O:3].C(N(CC)CC)C.Br[CH2:30][CH:31]=[CH2:32]. (2) Given the product [C:1]([C:5]1[CH:6]=[C:7]2[C:12](=[CH:13][CH:14]=1)[C:11](=[O:15])[N:10]([C:16]1[C:17]([CH2:44][OH:45])=[C:18]([N:22]3[CH:26]=[C:25]([C:27]([NH2:28])=[O:49])[C:24]([NH:29][C:30]4[CH:35]=[CH:34][C:33]([C:36]([N:38]5[CH2:39][CH2:40][O:41][CH2:42][CH2:43]5)=[O:37])=[CH:32][CH:31]=4)=[N:23]3)[CH:19]=[CH:20][CH:21]=1)[N:9]=[CH:8]2)([CH3:4])([CH3:2])[CH3:3], predict the reactants needed to synthesize it. The reactants are: [C:1]([C:5]1[CH:6]=[C:7]2[C:12](=[CH:13][CH:14]=1)[C:11](=[O:15])[N:10]([C:16]1[C:17]([CH2:44][OH:45])=[C:18]([N:22]3[CH:26]=[C:25]([C:27]#[N:28])[C:24]([NH:29][C:30]4[CH:35]=[CH:34][C:33]([C:36]([N:38]5[CH2:43][CH2:42][O:41][CH2:40][CH2:39]5)=[O:37])=[CH:32][CH:31]=4)=[N:23]3)[CH:19]=[CH:20][CH:21]=1)[N:9]=[CH:8]2)([CH3:4])([CH3:3])[CH3:2].C1C[O:49]CC1. (3) Given the product [F:20][C:21]([F:40])([F:39])[S:22]([O:8][C:7]1[CH:6]=[CH:5][C:4]([C:9]2[C:10]([CH3:19])=[N:11][C:12]([CH3:18])=[C:13]([C:15](=[O:16])[NH2:17])[N:14]=2)=[CH:3][C:2]=1[F:1])(=[O:24])=[O:23], predict the reactants needed to synthesize it. The reactants are: [F:1][C:2]1[CH:3]=[C:4]([C:9]2[N:14]=[C:13]([C:15]([NH2:17])=[O:16])[C:12]([CH3:18])=[N:11][C:10]=2[CH3:19])[CH:5]=[CH:6][C:7]=1[OH:8].[F:20][C:21]([F:40])([F:39])[S:22](N(C1C=CC=CC=1)[S:22]([C:21]([F:40])([F:39])[F:20])(=[O:24])=[O:23])(=[O:24])=[O:23].C(=O)([O-])[O-].[K+].[K+]. (4) Given the product [Cl:16][C:17]1[CH:24]=[CH:23][CH:22]=[CH:21][C:18]=1[CH:19]1[C:9]2[C:8](=[CH:7][CH:6]=[C:5]([CH3:15])[CH:10]=2)[CH2:11][C:12](=[O:13])[CH2:20]1, predict the reactants needed to synthesize it. The reactants are: [Cl-].[Cl-].[Cl-].[Al+3].[C:5]1([CH3:15])[CH:10]=[CH:9][C:8]([CH2:11][C:12](Cl)=[O:13])=[CH:7][CH:6]=1.[Cl:16][C:17]1[CH:24]=[CH:23][CH:22]=[CH:21][C:18]=1[CH:19]=[CH2:20]. (5) Given the product [N+:1]([C:4]1[CH:22]=[CH:21][C:7]([O:8][CH:9]2[CH2:13][CH2:12][NH:11][CH2:10]2)=[CH:6][CH:5]=1)([O-:3])=[O:2], predict the reactants needed to synthesize it. The reactants are: [N+:1]([C:4]1[CH:22]=[CH:21][C:7]([O:8][CH:9]2[CH2:13][CH2:12][N:11](C(OC(C)(C)C)=O)[CH2:10]2)=[CH:6][CH:5]=1)([O-:3])=[O:2].FC(F)(F)C(O)=O.